This data is from NCI-60 drug combinations with 297,098 pairs across 59 cell lines. The task is: Regression. Given two drug SMILES strings and cell line genomic features, predict the synergy score measuring deviation from expected non-interaction effect. (1) Drug 1: CN(C)N=NC1=C(NC=N1)C(=O)N. Drug 2: CN1C2=C(C=C(C=C2)N(CCCl)CCCl)N=C1CCCC(=O)O.Cl. Cell line: NCI-H226. Synergy scores: CSS=2.62, Synergy_ZIP=-0.378, Synergy_Bliss=0.552, Synergy_Loewe=-2.24, Synergy_HSA=-1.58. (2) Drug 1: CC1=C2C(C(=O)C3(C(CC4C(C3C(C(C2(C)C)(CC1OC(=O)C(C(C5=CC=CC=C5)NC(=O)OC(C)(C)C)O)O)OC(=O)C6=CC=CC=C6)(CO4)OC(=O)C)O)C)O. Drug 2: C1CC(=O)NC(=O)C1N2C(=O)C3=CC=CC=C3C2=O. Cell line: MCF7. Synergy scores: CSS=14.5, Synergy_ZIP=-5.72, Synergy_Bliss=-4.85, Synergy_Loewe=-23.6, Synergy_HSA=-5.11. (3) Drug 1: CCN(CC)CCNC(=O)C1=C(NC(=C1C)C=C2C3=C(C=CC(=C3)F)NC2=O)C. Drug 2: C1C(C(OC1N2C=NC3=C2NC=NCC3O)CO)O. Cell line: OVCAR-4. Synergy scores: CSS=-0.419, Synergy_ZIP=0.730, Synergy_Bliss=-1.07, Synergy_Loewe=-2.84, Synergy_HSA=-3.35. (4) Drug 1: CC1=C(N=C(N=C1N)C(CC(=O)N)NCC(C(=O)N)N)C(=O)NC(C(C2=CN=CN2)OC3C(C(C(C(O3)CO)O)O)OC4C(C(C(C(O4)CO)O)OC(=O)N)O)C(=O)NC(C)C(C(C)C(=O)NC(C(C)O)C(=O)NCCC5=NC(=CS5)C6=NC(=CS6)C(=O)NCCC[S+](C)C)O. Drug 2: N.N.Cl[Pt+2]Cl. Cell line: HOP-92. Synergy scores: CSS=54.8, Synergy_ZIP=-8.31, Synergy_Bliss=-6.57, Synergy_Loewe=-0.580, Synergy_HSA=1.28. (5) Drug 1: CC1=C2C(C(=O)C3(C(CC4C(C3C(C(C2(C)C)(CC1OC(=O)C(C(C5=CC=CC=C5)NC(=O)C6=CC=CC=C6)O)O)OC(=O)C7=CC=CC=C7)(CO4)OC(=O)C)O)C)OC(=O)C. Drug 2: CCC1(C2=C(COC1=O)C(=O)N3CC4=CC5=C(C=CC(=C5CN(C)C)O)N=C4C3=C2)O.Cl. Cell line: TK-10. Synergy scores: CSS=40.9, Synergy_ZIP=-6.39, Synergy_Bliss=-7.53, Synergy_Loewe=-2.57, Synergy_HSA=-0.689. (6) Drug 1: C1CC(=O)NC(=O)C1N2CC3=C(C2=O)C=CC=C3N. Drug 2: C1=CC=C(C(=C1)C(C2=CC=C(C=C2)Cl)C(Cl)Cl)Cl. Cell line: T-47D. Synergy scores: CSS=10.3, Synergy_ZIP=-0.534, Synergy_Bliss=4.19, Synergy_Loewe=5.03, Synergy_HSA=4.99. (7) Drug 1: CCN(CC)CCNC(=O)C1=C(NC(=C1C)C=C2C3=C(C=CC(=C3)F)NC2=O)C. Drug 2: CC(C)CN1C=NC2=C1C3=CC=CC=C3N=C2N. Cell line: NCI/ADR-RES. Synergy scores: CSS=2.75, Synergy_ZIP=4.55, Synergy_Bliss=-10.6, Synergy_Loewe=-2.11, Synergy_HSA=-5.99. (8) Drug 1: CN1C(=O)N2C=NC(=C2N=N1)C(=O)N. Drug 2: CNC(=O)C1=NC=CC(=C1)OC2=CC=C(C=C2)NC(=O)NC3=CC(=C(C=C3)Cl)C(F)(F)F. Cell line: NCI-H522. Synergy scores: CSS=5.20, Synergy_ZIP=0.680, Synergy_Bliss=-5.91, Synergy_Loewe=-3.88, Synergy_HSA=-3.67.